From a dataset of Catalyst prediction with 721,799 reactions and 888 catalyst types from USPTO. Predict which catalyst facilitates the given reaction. (1) Reactant: [CH:1]1([C:7]2([CH3:15])[N:11]([CH3:12])[C:10](=[O:13])[NH:9][C:8]2=[O:14])[CH2:6][CH2:5][CH2:4][CH2:3][CH2:2]1.C([O-])([O-])=O.[K+].[K+].Br[CH2:23][C:24]([C:26]1[CH:27]=[N:28][N:29]([CH2:31][CH3:32])[CH:30]=1)=[O:25]. Product: [CH:1]1([C:7]2([CH3:15])[N:11]([CH3:12])[C:10](=[O:13])[N:9]([CH2:23][C:24]([C:26]3[CH:27]=[N:28][N:29]([CH2:31][CH3:32])[CH:30]=3)=[O:25])[C:8]2=[O:14])[CH2:2][CH2:3][CH2:4][CH2:5][CH2:6]1. The catalyst class is: 3. (2) Reactant: [C:1]1([SH:7])[CH:6]=[CH:5][CH:4]=[CH:3][CH:2]=1.Cl[C:9]([O:11][CH:12]([Cl:14])[CH3:13])=[O:10].C(N(CC)CC)C. Product: [C:9](=[O:10])([S:7][C:1]1[CH:6]=[CH:5][CH:4]=[CH:3][CH:2]=1)[O:11][CH:12]([Cl:14])[CH3:13]. The catalyst class is: 2. (3) Reactant: Br[C:2]1[N:6]=[CH:5][N:4]([C:7]2[CH:12]=[CH:11][C:10]([O:13][C:14]([F:17])([F:16])[F:15])=[CH:9][CH:8]=2)[N:3]=1.CC1(C)C(C)(C)OB([C:26]2[CH:27]=[C:28]3[C:33](=[CH:34][CH:35]=2)[CH2:32][CH:31]([NH:36][C:37](=[O:43])[O:38][C:39]([CH3:42])([CH3:41])[CH3:40])[CH2:30][CH2:29]3)O1.P([O-])([O-])([O-])=O.[K+].[K+].[K+]. Product: [F:15][C:14]([F:17])([F:16])[O:13][C:10]1[CH:11]=[CH:12][C:7]([N:4]2[CH:5]=[N:6][C:2]([C:26]3[CH:27]=[C:28]4[C:33](=[CH:34][CH:35]=3)[CH2:32][CH:31]([NH:36][C:37](=[O:43])[O:38][C:39]([CH3:41])([CH3:40])[CH3:42])[CH2:30][CH2:29]4)=[N:3]2)=[CH:8][CH:9]=1. The catalyst class is: 117. (4) Reactant: ClC1C=CC=C(C(OO)=[O:9])C=1.[Br:12][C:13]1[CH:14]=[CH:15][C:16]([CH3:19])=[N:17][CH:18]=1. Product: [Br:12][C:13]1[CH:14]=[CH:15][C:16]([CH3:19])=[N+:17]([O-:9])[CH:18]=1. The catalyst class is: 2.